This data is from Catalyst prediction with 721,799 reactions and 888 catalyst types from USPTO. The task is: Predict which catalyst facilitates the given reaction. (1) Reactant: [Br:1][C:2]1[CH:10]=[C:9]2[C:5]([C:6]([CH2:34][CH3:35])=[CH:7][N:8]2[S:11]([C:14]2[CH:15]=[CH:16][C:17]([O:32][CH3:33])=[C:18]([N:20]3[CH2:25][CH2:24][N:23](C(=O)C(Cl)(Cl)Cl)[CH2:22][CH2:21]3)[CH:19]=2)(=[O:13])=[O:12])=[CH:4][CH:3]=1.[OH-].[K+]. Product: [Br:1][C:2]1[CH:10]=[C:9]2[C:5]([C:6]([CH2:34][CH3:35])=[CH:7][N:8]2[S:11]([C:14]2[CH:15]=[CH:16][C:17]([O:32][CH3:33])=[C:18]([N:20]3[CH2:21][CH2:22][NH:23][CH2:24][CH2:25]3)[CH:19]=2)(=[O:13])=[O:12])=[CH:4][CH:3]=1. The catalyst class is: 1. (2) Reactant: Cl.C(OCC)C.[N+:7]([C:10]1[CH:15]=[CH:14][C:13]([N:16]2[C:21](=[O:22])[C:20]3[C:23]([CH2:38][N:39]([CH2:41][CH2:42][O:43][CH3:44])[CH3:40])=[C:24]([C:26]4[CH:31]=[CH:30][C:29]([NH:32][C:33]([NH:35][CH2:36][CH3:37])=[O:34])=[CH:28][CH:27]=4)[S:25][C:19]=3[N:18]([CH2:45][C:46]3[C:51]([F:52])=[CH:50][CH:49]=[CH:48][C:47]=3[F:53])[C:17]2=[O:54])=[CH:12][CH:11]=1)([O-])=O.C(=O)(O)[O-].[Na+]. Product: [NH2:7][C:10]1[CH:11]=[CH:12][C:13]([N:16]2[C:21](=[O:22])[C:20]3[C:23]([CH2:38][N:39]([CH2:41][CH2:42][O:43][CH3:44])[CH3:40])=[C:24]([C:26]4[CH:31]=[CH:30][C:29]([NH:32][C:33]([NH:35][CH2:36][CH3:37])=[O:34])=[CH:28][CH:27]=4)[S:25][C:19]=3[N:18]([CH2:45][C:46]3[C:51]([F:52])=[CH:50][CH:49]=[CH:48][C:47]=3[F:53])[C:17]2=[O:54])=[CH:14][CH:15]=1. The catalyst class is: 29. (3) Reactant: OC(C(F)(F)F)=O.[CH:8]([C@:11]1([C:17]([N:19]2[CH2:28][CH2:27][C:26]3[C:21](=[CH:22][C:23]([C:29]([F:32])([F:31])[F:30])=[CH:24][CH:25]=3)[CH2:20]2)=[O:18])[CH2:15][CH2:14][C@@H:13]([NH2:16])[CH2:12]1)([CH3:10])[CH3:9].[OH:33][C:34]1([C:41]2[S:42][CH:43]=[CH:44][N:45]=2)[CH2:39][CH2:38][C:37](=O)[CH2:36][CH2:35]1.C(N(CC)CC)C.C(O[BH-](OC(=O)C)OC(=O)C)(=O)C.[Na+]. Product: [CH:8]([C@:11]1([C:17]([N:19]2[CH2:28][CH2:27][C:26]3[C:21](=[CH:22][C:23]([C:29]([F:32])([F:30])[F:31])=[CH:24][CH:25]=3)[CH2:20]2)=[O:18])[CH2:15][CH2:14][C@@H:13]([NH:16][CH:37]2[CH2:38][CH2:39][C:34]([C:41]3[S:42][CH:43]=[CH:44][N:45]=3)([OH:33])[CH2:35][CH2:36]2)[CH2:12]1)([CH3:10])[CH3:9]. The catalyst class is: 793.